From a dataset of Reaction yield outcomes from USPTO patents with 853,638 reactions. Predict the reaction yield, written as a fraction of the theoretical maximum amount of product (1.0 means a 100% yield; for example, 0.34 means a 34% yield). (1) The reactants are [Cl-].O[NH3+:3].[C:4](=[O:7])([O-])[OH:5].[Na+].CS(C)=O.[CH3:13][S:14][CH2:15][CH2:16][O:17][C@H:18]1[CH2:23][CH2:22][C@H:21]([N:24]2[C:29](=[O:30])[C:28]([CH2:31][C:32]3[CH:37]=[CH:36][C:35]([C:38]4[C:39]([C:44]#[N:45])=[CH:40][CH:41]=[CH:42][CH:43]=4)=[CH:34][CH:33]=3)=[C:27]([CH2:46][CH2:47][CH3:48])[N:26]3[N:49]=[CH:50][N:51]=[C:25]23)[CH2:20][CH2:19]1. The catalyst is C(OCC)(=O)C. The product is [CH3:13][S:14][CH2:15][CH2:16][O:17][C@H:18]1[CH2:23][CH2:22][C@H:21]([N:24]2[C:29](=[O:30])[C:28]([CH2:31][C:32]3[CH:37]=[CH:36][C:35]([C:38]4[CH:43]=[CH:42][CH:41]=[CH:40][C:39]=4[C:44]4[NH:3][C:4](=[O:7])[O:5][N:45]=4)=[CH:34][CH:33]=3)=[C:27]([CH2:46][CH2:47][CH3:48])[N:26]3[N:49]=[CH:50][N:51]=[C:25]23)[CH2:20][CH2:19]1. The yield is 0.590. (2) The reactants are Br[C:2]1[CH:7]=[C:6]([CH3:8])[N:5]=[C:4]([CH3:9])[CH:3]=1.[Br:10][C:11]1[CH:16]=[CH:15][C:14]([OH:17])=[C:13]([F:18])[CH:12]=1.C(=O)([O-])[O-].[K+].[K+]. The catalyst is CCOC(C)=O. The product is [Br:10][C:11]1[CH:16]=[CH:15][C:14]([O:17][C:2]2[CH:7]=[C:6]([CH3:8])[N:5]=[C:4]([CH3:9])[CH:3]=2)=[C:13]([F:18])[CH:12]=1. The yield is 0.800.